Dataset: Catalyst prediction with 721,799 reactions and 888 catalyst types from USPTO. Task: Predict which catalyst facilitates the given reaction. (1) Reactant: [F:1][C:2]([F:7])([F:6])[C:3]([OH:5])=[O:4].C(OC([NH:15][C:16]1[CH:21]=[C:20]([O:22][CH2:23][C:24]2[CH:29]=[CH:28][CH:27]=[CH:26][CH:25]=2)[CH:19]=[C:18]([O:30][CH2:31][C:32]2[CH:37]=[CH:36][CH:35]=[CH:34][CH:33]=2)[CH:17]=1)=O)(C)(C)C. Product: [F:1][C:2]([F:7])([F:6])[C:3]([OH:5])=[O:4].[CH2:23]([O:22][C:20]1[CH:21]=[C:16]([CH:17]=[C:18]([O:30][CH2:31][C:32]2[CH:37]=[CH:36][CH:35]=[CH:34][CH:33]=2)[CH:19]=1)[NH2:15])[C:24]1[CH:25]=[CH:26][CH:27]=[CH:28][CH:29]=1. The catalyst class is: 2. (2) Reactant: [Br-].[NH:2]1[C:10]2[C:5](=[CH:6][CH:7]=[CH:8][CH:9]=2)[C:4]([CH2:11][P+](C2C=CC=CC=2)(C2C=CC=CC=2)C2C=CC=CC=2)=[N:3]1.C[O:32][C:33](=[O:42])[C:34]1[CH:39]=[CH:38][CH:37]=[CH:36][C:35]=1[CH:40]=O.C(=O)([O-])[O-].[K+].[K+].O. Product: [NH:2]1[C:10]2[C:5](=[CH:6][CH:7]=[CH:8][CH:9]=2)[C:4](/[CH:11]=[CH:40]/[C:35]2[CH:36]=[CH:37][CH:38]=[CH:39][C:34]=2[C:33]([OH:42])=[O:32])=[N:3]1. The catalyst class is: 5. (3) Reactant: C([O:3][C:4](=[O:34])[CH2:5][N:6]1[C:15]2[C:10](=[CH:11][CH:12]=[CH:13][CH:14]=2)[N:9]([C:16]([C:18]2[C:19]([O:25][C:26]3[CH:31]=[C:30]([Cl:32])[CH:29]=[CH:28][C:27]=3[Cl:33])=[N:20][CH:21]=[C:22]([F:24])[CH:23]=2)=[O:17])[CH2:8][CH2:7]1)C.[OH-].[Na+]. Product: [Cl:33][C:27]1[CH:28]=[CH:29][C:30]([Cl:32])=[CH:31][C:26]=1[O:25][C:19]1[C:18]([C:16]([N:9]2[C:10]3[C:15](=[CH:14][CH:13]=[CH:12][CH:11]=3)[N:6]([CH2:5][C:4]([OH:34])=[O:3])[CH2:7][CH2:8]2)=[O:17])=[CH:23][C:22]([F:24])=[CH:21][N:20]=1. The catalyst class is: 1. (4) Reactant: Cl[C:2]1[CH:9]=[CH:8][C:5]([C:6]#[N:7])=[CH:4][CH:3]=1.[F:10][C:11]([F:22])([F:21])[C:12]1[CH:17]=[CH:16][C:15](B(O)O)=[CH:14][CH:13]=1.[F-].[K+]. Product: [F:10][C:11]([F:22])([F:21])[C:12]1[CH:17]=[CH:16][C:15]([C:2]2[CH:9]=[CH:8][C:5]([C:6]#[N:7])=[CH:4][CH:3]=2)=[CH:14][CH:13]=1. The catalyst class is: 1. (5) Reactant: I([O-])(=O)(=O)=O.[Na+].[OH:7][C@@H:8]1[C@H:12]([OH:13])[O:11][C@H:10]([CH2:14][CH2:15][C:16]2[CH:21]=[CH:20][C:19]([C:22]([F:25])([F:24])[F:23])=[CH:18][CH:17]=2)[C@@H:9]1[CH2:26][CH2:27][N:28]1[C:36](=[O:37])[C:35]2[C:30](=[CH:31][CH:32]=[CH:33][CH:34]=2)[C:29]1=[O:38].O1CCCC1. Product: [CH:12]([O:11][C@H:10]([CH2:14][CH2:15][C:16]1[CH:21]=[CH:20][C:19]([C:22]([F:23])([F:25])[F:24])=[CH:18][CH:17]=1)[C@@H:9]([CH:8]=[O:7])[CH2:26][CH2:27][N:28]1[C:36](=[O:37])[C:35]2[C:30](=[CH:31][CH:32]=[CH:33][CH:34]=2)[C:29]1=[O:38])=[O:13]. The catalyst class is: 5. (6) Reactant: [Br:1][C:2]1[CH:7]=[C:6]([F:8])[CH:5]=[CH:4][C:3]=1[S:9](Cl)(=[O:11])=[O:10].[NH2:13][C:14]1[C:23]([C:24]([O:26][CH3:27])=[O:25])=[C:22]2[C:17]([C@H:18]3[CH2:30][CH2:29][O:28][C@H:19]3[CH2:20][O:21]2)=[CH:16][CH:15]=1. Product: [Br:1][C:2]1[CH:7]=[C:6]([F:8])[CH:5]=[CH:4][C:3]=1[S:9]([NH:13][C:14]1[C:23]([C:24]([O:26][CH3:27])=[O:25])=[C:22]2[C:17]([C@H:18]3[CH2:30][CH2:29][O:28][C@H:19]3[CH2:20][O:21]2)=[CH:16][CH:15]=1)(=[O:11])=[O:10]. The catalyst class is: 202. (7) Reactant: Br[CH2:2][C:3]([C:5]1[CH:6]=[N:7][C:8]([Br:11])=[CH:9][CH:10]=1)=O.[N:12]1[CH:17]=[CH:16][CH:15]=[CH:14][C:13]=1[C:18]([NH2:20])=[O:19].C([O-])(O)=O.[Na+]. Product: [Br:11][C:8]1[CH:9]=[CH:10][C:5]([C:3]2[N:20]=[C:18]([C:13]3[CH:14]=[CH:15][CH:16]=[CH:17][N:12]=3)[O:19][CH:2]=2)=[CH:6][N:7]=1. The catalyst class is: 25.